From a dataset of Forward reaction prediction with 1.9M reactions from USPTO patents (1976-2016). Predict the product of the given reaction. Given the reactants [CH2:1]([N:4]1[C:16]2[CH:15]=[CH:14][C:13]([C:17]([OH:19])=O)=[CH:12][C:11]=2[C:10]2[C:5]1=[CH:6][CH:7]=[CH:8][CH:9]=2)[CH2:2][CH3:3].[NH2:20][C:21]([CH3:25])([CH3:24])[CH2:22]O.Cl.CN(C)CCCN=C=NCC.ON1C2C=CC=CC=2N=N1, predict the reaction product. The product is: [CH3:22][C:21]1([CH3:25])[CH2:24][O:19][C:17]([C:13]2[CH:12]=[CH:11][C:16]3[N:4]([CH2:1][CH2:2][CH3:3])[C:5]4[C:6]([C:15]=3[CH:14]=2)=[CH:7][CH:8]=[CH:9][CH:10]=4)=[N:20]1.